Dataset: Peptide-MHC class I binding affinity with 185,985 pairs from IEDB/IMGT. Task: Regression. Given a peptide amino acid sequence and an MHC pseudo amino acid sequence, predict their binding affinity value. This is MHC class I binding data. The peptide sequence is RCHDHYLCR. The MHC is HLA-A68:01 with pseudo-sequence HLA-A68:01. The binding affinity (normalized) is 0.148.